Dataset: Catalyst prediction with 721,799 reactions and 888 catalyst types from USPTO. Task: Predict which catalyst facilitates the given reaction. Reactant: [CH3:1][C:2]1([CH3:22])[C:10]2[C:5](=[N:6][CH:7]=[C:8]([C:11]3[CH:16]=[CH:15][C:14]([C:17]([F:20])([F:19])[F:18])=[CH:13][CH:12]=3)[CH:9]=2)[NH:4][C:3]1=O.[H-].[Al+3].[Li+].[H-].[H-].[H-].O.[O-]S([O-])(=O)=O.[Mg+2]. Product: [CH3:1][C:2]1([CH3:22])[C:10]2[C:5](=[N:6][CH:7]=[C:8]([C:11]3[CH:16]=[CH:15][C:14]([C:17]([F:20])([F:18])[F:19])=[CH:13][CH:12]=3)[CH:9]=2)[NH:4][CH2:3]1. The catalyst class is: 7.